From a dataset of Peptide-MHC class II binding affinity with 134,281 pairs from IEDB. Regression. Given a peptide amino acid sequence and an MHC pseudo amino acid sequence, predict their binding affinity value. This is MHC class II binding data. The peptide sequence is AETCPIFYDVFFAVA. The MHC is DRB4_0101 with pseudo-sequence DRB4_0103. The binding affinity (normalized) is 0.280.